From a dataset of Merck oncology drug combination screen with 23,052 pairs across 39 cell lines. Regression. Given two drug SMILES strings and cell line genomic features, predict the synergy score measuring deviation from expected non-interaction effect. Drug 1: Nc1ccn(C2OC(CO)C(O)C2(F)F)c(=O)n1. Drug 2: CCc1cnn2c(NCc3ccc[n+]([O-])c3)cc(N3CCCCC3CCO)nc12. Cell line: VCAP. Synergy scores: synergy=-1.06.